Dataset: Forward reaction prediction with 1.9M reactions from USPTO patents (1976-2016). Task: Predict the product of the given reaction. (1) Given the reactants [N:1]1([CH2:8][CH2:9][N:10]2[CH2:15][CH2:14][CH:13]([NH:16][C:17]([C:19]3[NH:20][C:21]4[C:26]([CH:27]=3)=[C:25]([O:28][C:29]3[CH:30]=[C:31]([CH3:35])[CH:32]=[CH:33][CH:34]=3)[CH:24]=[CH:23][CH:22]=4)=[O:18])[CH2:12][CH2:11]2)C[CH2:6][CH2:5][CH2:4][CH2:3][CH2:2]1.Cl.Cl.Cl.NC1CCN(CCN2CCC([OH:54])CC2)CC1, predict the reaction product. The product is: [OH:54][CH:4]1[CH2:3][CH2:2][N:1]([CH2:8][CH2:9][N:10]2[CH2:11][CH2:12][CH:13]([NH:16][C:17]([C:19]3[NH:20][C:21]4[C:26]([CH:27]=3)=[C:25]([O:28][C:29]3[CH:30]=[C:31]([CH3:35])[CH:32]=[CH:33][CH:34]=3)[CH:24]=[CH:23][CH:22]=4)=[O:18])[CH2:14][CH2:15]2)[CH2:6][CH2:5]1. (2) Given the reactants [Cl:1][C:2]1[CH:14]=[CH:13][CH:12]=[CH:11][C:3]=1[C:4]([NH:6][NH:7][C:8](=[NH:10])[NH2:9])=O, predict the reaction product. The product is: [Cl:1][C:2]1[CH:14]=[CH:13][CH:12]=[CH:11][C:3]=1[C:4]1[N:9]=[C:8]([NH2:10])[NH:7][N:6]=1. (3) Given the reactants [CH:1]1([C:7]2[CH:32]=[CH:31][C:10]([C:11]([N:13]3[C:19]4[CH:20]=[C:21]([C:24]([O:26][CH3:27])=[O:25])[CH:22]=[CH:23][C:18]=4[CH2:17][N:16]4[CH:28]=[CH:29][CH:30]=[C:15]4[CH2:14]3)=[O:12])=[CH:9][CH:8]=2)[CH2:6][CH2:5][CH2:4][CH2:3][CH2:2]1.O=C(Cl)[O:35][C:36](Cl)(Cl)[Cl:37].C(N(CC)CC)C.[CH3:48][N:49]1[CH2:54][CH2:53][NH:52][CH2:51][CH2:50]1, predict the reaction product. The product is: [ClH:37].[CH:1]1([C:7]2[CH:32]=[CH:31][C:10]([C:11]([N:13]3[C:19]4[CH:20]=[C:21]([C:24]([O:26][CH3:27])=[O:25])[CH:22]=[CH:23][C:18]=4[CH2:17][N:16]4[C:28]([C:36]([N:52]5[CH2:53][CH2:54][N:49]([CH3:48])[CH2:50][CH2:51]5)=[O:35])=[CH:29][CH:30]=[C:15]4[CH2:14]3)=[O:12])=[CH:9][CH:8]=2)[CH2:6][CH2:5][CH2:4][CH2:3][CH2:2]1. (4) Given the reactants [O:1]=[C:2]1[C:11]2[CH:10]=[C:9]([O:12][CH:13]([CH3:15])[CH3:14])[CH:8]=[C:7]([C:16]([O:18]C)=[O:17])[C:6]=2[CH2:5][CH2:4][NH:3]1.[OH-].[Na+], predict the reaction product. The product is: [O:1]=[C:2]1[C:11]2[CH:10]=[C:9]([O:12][CH:13]([CH3:14])[CH3:15])[CH:8]=[C:7]([C:16]([OH:18])=[O:17])[C:6]=2[CH2:5][CH2:4][NH:3]1. (5) Given the reactants [C:1](Cl)(Cl)=[O:2].C1(C)C=CC=CC=1.Cl.[CH3:13][O:14][C@@H:15]1[CH2:23][C:22]2[C:17](=[CH:18][CH:19]=[CH:20][CH:21]=2)[C@@H:16]1[NH2:24].C(N(CC)CC)C.Cl.[CH3:33][N:34]1[CH2:39][CH2:38][N:37]([C:40]2[CH:45]=[C:44]([C:46]3[CH:55]=[C:54]4[C:49]([CH2:50][CH2:51][NH:52][CH2:53]4)=[CH:48][CH:47]=3)[N:43]=[C:42]([NH2:56])[N:41]=2)[CH2:36][CH2:35]1, predict the reaction product. The product is: [NH2:56][C:42]1[N:43]=[C:44]([C:46]2[CH:55]=[C:54]3[C:49]([CH2:50][CH2:51][N:52]([C:1]([NH:24][C@H:16]4[C:17]5[C:22](=[CH:21][CH:20]=[CH:19][CH:18]=5)[CH2:23][C@H:15]4[O:14][CH3:13])=[O:2])[CH2:53]3)=[CH:48][CH:47]=2)[CH:45]=[C:40]([N:37]2[CH2:36][CH2:35][N:34]([CH3:33])[CH2:39][CH2:38]2)[N:41]=1. (6) Given the reactants [Cl:1][C:2]1[N:7]=[C:6]([O:8][CH3:9])[C:5]([C:10](OCC)=[O:11])=[CH:4][N:3]=1.ClC1C(C(OCC)=O)=CN=C(OC)N=1.CC(C[AlH]CC(C)C)C, predict the reaction product. The product is: [Cl:1][C:2]1[N:7]=[C:6]([O:8][CH3:9])[C:5]([CH2:10][OH:11])=[CH:4][N:3]=1. (7) Given the reactants C1([CH:7]([SiH2:14][CH2:15][SiH2:16][CH:17](C2C=CC=CC=2)C2C=CC=CC=2)C2C=CC=CC=2)C=CC=CC=1.C1C=CC=CC=1.[Cl-:36].[Al+3].[Cl-:38].[Cl-:39].[ClH:40], predict the reaction product. The product is: [Cl:36][CH:7]([SiH2:14][CH2:15][SiH2:16][CH:17]([Cl:40])[Cl:39])[Cl:38].